Dataset: Full USPTO retrosynthesis dataset with 1.9M reactions from patents (1976-2016). Task: Predict the reactants needed to synthesize the given product. (1) Given the product [Cl:7][C:8]1[CH:13]=[C:12]([CH:18]([CH3:24])[C:19]([O:21][CH2:22][CH3:23])=[O:20])[CH:11]=[CH:10][C:9]=1[N+:14]([O-:16])=[O:15], predict the reactants needed to synthesize it. The reactants are: CC([O-])(C)C.[K+].[Cl:7][C:8]1[CH:13]=[CH:12][CH:11]=[CH:10][C:9]=1[N+:14]([O-:16])=[O:15].Cl[CH:18]([CH3:24])[C:19]([O:21][CH2:22][CH3:23])=[O:20].Cl. (2) Given the product [CH3:40][N:39]([CH2:38][CH:37]([OH:41])[C:33]1[CH:32]=[N:31][CH:36]=[CH:35][CH:34]=1)[C:18]([C:10]1[NH:11][N:12]=[C:13]([C:14]([O:16][CH3:17])=[O:15])[C:9]=1[O:8][CH2:1][C:2]1[CH:3]=[CH:4][CH:5]=[CH:6][CH:7]=1)=[O:20], predict the reactants needed to synthesize it. The reactants are: [CH2:1]([O:8][C:9]1[C:10]([C:18]([OH:20])=O)=[N:11][NH:12][C:13]=1[C:14]([O:16][CH3:17])=[O:15])[C:2]1[CH:7]=[CH:6][CH:5]=[CH:4][CH:3]=1.C1C=CC2N(O)N=NC=2C=1.[N:31]1[CH:36]=[CH:35][CH:34]=[C:33]([CH:37]([OH:41])[CH2:38][NH:39][CH3:40])[CH:32]=1.C(N(CC)CC)C.C(Cl)CCl. (3) Given the product [CH3:25][O:26][C:27]1[CH:28]=[C:29]([NH:39][C:40]2[N:42]=[C:5]([C:6]([CH3:14])([C:8]3[O:12][N:11]=[C:10]([CH3:13])[N:9]=3)[CH3:7])[CH:4]=[CH:3][N:41]=2)[CH:30]=[CH:31][C:32]=1[N:33]1[CH:37]=[C:36]([CH3:38])[N:35]=[CH:34]1, predict the reactants needed to synthesize it. The reactants are: CN(C)[CH:3]=[CH:4][C:5](=O)[C:6]([CH3:14])([C:8]1[O:12][N:11]=[C:10]([CH3:13])[N:9]=1)[CH3:7].[N+]([O-])(O)=O.[N+]([O-])(O)=O.[CH3:25][O:26][C:27]1[CH:28]=[C:29]([NH:39][C:40]([NH2:42])=[NH:41])[CH:30]=[CH:31][C:32]=1[N:33]1[CH:37]=[C:36]([CH3:38])[N:35]=[CH:34]1.